This data is from Forward reaction prediction with 1.9M reactions from USPTO patents (1976-2016). The task is: Predict the product of the given reaction. (1) Given the reactants [BH4-].[Na+].[N+:3]([C:6]1[CH:11]=[CH:10][C:9]([N:12]2[CH:16]=[CH:15][N:14]=[C:13]2[CH:17]=[O:18])=[CH:8][CH:7]=1)([O-:5])=[O:4].O, predict the reaction product. The product is: [N+:3]([C:6]1[CH:7]=[CH:8][C:9]([N:12]2[CH:16]=[CH:15][N:14]=[C:13]2[CH2:17][OH:18])=[CH:10][CH:11]=1)([O-:5])=[O:4]. (2) Given the reactants [O:1]=[C:2]1[N:8]([CH:9]2[CH2:14][CH2:13][N:12]([C:15]([O:17][C@@H:18]([C:32]([OH:34])=O)[CH2:19][C:20]3[CH:30]=[C:29]([CH3:31])[C:23]4[NH:24][C:25]([O:27][CH3:28])=[N:26][C:22]=4[CH:21]=3)=[O:16])[CH2:11][CH2:10]2)[CH2:7][CH2:6][C:5]2[CH:35]=[CH:36][CH:37]=[CH:38][C:4]=2[NH:3]1.[CH3:39][O:40][CH:41]1[CH2:46][CH2:45][N:44]([CH:47]2[CH2:52][CH2:51][NH:50][CH2:49][CH2:48]2)[CH2:43][CH2:42]1.C(N(CC)CC)C, predict the reaction product. The product is: [O:1]=[C:2]1[N:8]([CH:9]2[CH2:10][CH2:11][N:12]([C:15]([O:17][C@H:18]([CH2:19][C:20]3[CH:30]=[C:29]([CH3:31])[C:23]4[NH:24][C:25]([O:27][CH3:28])=[N:26][C:22]=4[CH:21]=3)[C:32]([N:50]3[CH2:49][CH2:48][CH:47]([N:44]4[CH2:45][CH2:46][CH:41]([O:40][CH3:39])[CH2:42][CH2:43]4)[CH2:52][CH2:51]3)=[O:34])=[O:16])[CH2:13][CH2:14]2)[CH2:7][CH2:6][C:5]2[CH:35]=[CH:36][CH:37]=[CH:38][C:4]=2[NH:3]1. (3) Given the reactants [CH2:1]1[C:6]2[NH:7][C:8]3[C:13]([C:5]=2[CH2:4][CH2:3][NH:2]1)=[CH:12][CH:11]=[CH:10][CH:9]=3.[C:14](O[C:14]([O:16][C:17]([CH3:20])([CH3:19])[CH3:18])=[O:15])([O:16][C:17]([CH3:20])([CH3:19])[CH3:18])=[O:15].C([O-])([O-])=O.[K+].[K+].CCOC(C)=O, predict the reaction product. The product is: [C:17]([O:16][C:14]([N:2]1[CH2:3][CH2:4][C:5]2[C:13]3[C:8](=[CH:9][CH:10]=[CH:11][CH:12]=3)[NH:7][C:6]=2[CH2:1]1)=[O:15])([CH3:20])([CH3:19])[CH3:18]. (4) Given the reactants [N:1]1([C:5](=[O:22])[CH2:6][C:7]2[CH:12]=[CH:11][C:10]([O:13]CC3C=CC=CC=3)=[CH:9][C:8]=2[CH3:21])[CH2:4][CH2:3][CH2:2]1, predict the reaction product. The product is: [N:1]1([C:5](=[O:22])[CH2:6][C:7]2[CH:12]=[CH:11][C:10]([OH:13])=[CH:9][C:8]=2[CH3:21])[CH2:4][CH2:3][CH2:2]1.